This data is from Full USPTO retrosynthesis dataset with 1.9M reactions from patents (1976-2016). The task is: Predict the reactants needed to synthesize the given product. (1) Given the product [O:19]1[C:23]2[CH:24]=[CH:25][C:26]([C:2]3[CH:3]=[C:4]([N:8]4[CH2:16][CH:15]5[CH2:17][N:11]6[CH2:12][CH:13]([CH2:18][CH:9]4[CH2:10]6)[CH2:14]5)[CH:5]=[N:6][CH:7]=3)=[CH:27][C:22]=2[O:21][CH2:20]1, predict the reactants needed to synthesize it. The reactants are: Br[C:2]1[CH:3]=[C:4]([N:8]2[CH2:16][CH:15]3[CH2:17][N:11]4[CH2:12][CH:13]([CH2:18][CH:9]2[CH2:10]4)[CH2:14]3)[CH:5]=[N:6][CH:7]=1.[O:19]1[C:23]2[CH:24]=[CH:25][C:26](B(O)O)=[CH:27][C:22]=2[O:21][CH2:20]1. (2) Given the product [CH3:14][C:15]1([CH3:21])[CH2:19][N:18]([C:2]2[N:7]=[CH:6][C:5]([C:8]#[C:9][Si:10]([CH3:13])([CH3:12])[CH3:11])=[CH:4][N:3]=2)[C:17](=[O:20])[CH2:16]1, predict the reactants needed to synthesize it. The reactants are: Br[C:2]1[N:7]=[CH:6][C:5]([C:8]#[C:9][Si:10]([CH3:13])([CH3:12])[CH3:11])=[CH:4][N:3]=1.[CH3:14][C:15]1([CH3:21])[CH2:19][NH:18][C:17](=[O:20])[CH2:16]1.C(=O)([O-])[O-].[Cs+].[Cs+]. (3) Given the product [C:37]1([C:34]2[CH:35]=[CH:36][C:31]([CH2:30][N:14]([C:15](=[O:29])[CH:16]=[CH:17][C:18]3[CH:23]=[CH:22][CH:21]=[C:20]([O:24][C:25]([F:28])([F:27])[F:26])[CH:19]=3)[C:11]3[CH:12]=[CH:13][C:8]([C:7]([NH:6][CH2:5][CH2:4][C:3]([OH:44])=[O:2])=[O:43])=[CH:9][CH:10]=3)=[CH:32][CH:33]=2)[CH2:42][CH2:41][CH2:40][CH2:39][CH:38]=1, predict the reactants needed to synthesize it. The reactants are: C[O:2][C:3](=[O:44])[CH2:4][CH2:5][NH:6][C:7](=[O:43])[C:8]1[CH:13]=[CH:12][C:11]([N:14]([CH2:30][C:31]2[CH:36]=[CH:35][C:34]([C:37]3[CH2:42][CH2:41][CH2:40][CH2:39][CH:38]=3)=[CH:33][CH:32]=2)[C:15](=[O:29])[CH:16]=[CH:17][C:18]2[CH:23]=[CH:22][CH:21]=[C:20]([O:24][C:25]([F:28])([F:27])[F:26])[CH:19]=2)=[CH:10][CH:9]=1.[OH-].[Na+]. (4) Given the product [CH2:9]([O:8][C:6]([C:5]1[CH:11]=[CH:12][C:2]([N:19]2[CH2:18][C:17]3[CH2:13][N:14]([C:21]([O:23][C:24]([CH3:27])([CH3:26])[CH3:25])=[O:22])[CH2:15][C:16]=3[CH2:20]2)=[N:3][CH:4]=1)=[O:7])[CH3:10], predict the reactants needed to synthesize it. The reactants are: Cl[C:2]1[CH:12]=[CH:11][C:5]([C:6]([O:8][CH2:9][CH3:10])=[O:7])=[CH:4][N:3]=1.[CH2:13]1[C:17]2[CH2:18][NH:19][CH2:20][C:16]=2[CH2:15][N:14]1[C:21]([O:23][C:24]([CH3:27])([CH3:26])[CH3:25])=[O:22].C(=O)([O-])[O-].[Cs+].[Cs+]. (5) Given the product [ClH:11].[Cl:11][CH2:7][CH2:6][N:1]1[CH2:5][CH2:4][CH2:3][CH2:2]1, predict the reactants needed to synthesize it. The reactants are: [N:1]1([CH2:6][CH2:7]O)[CH2:5][CH2:4][CH2:3][CH2:2]1.S(Cl)([Cl:11])=O.